From a dataset of Catalyst prediction with 721,799 reactions and 888 catalyst types from USPTO. Predict which catalyst facilitates the given reaction. Reactant: [C:1]([O:5][C:6]([N:8]1[CH2:13][CH2:12][C:11]([C:15]2[CH:20]=[CH:19][C:18]([C:21]3([C:24]([OH:26])=[O:25])[CH2:23][CH2:22]3)=[CH:17][CH:16]=2)(O)[CH2:10][CH2:9]1)=[O:7])([CH3:4])([CH3:3])[CH3:2].FC(F)(F)C(O)=O.O1CCCC1.C(OC(OC(OC(C)(C)C)=O)=O)(C)(C)C.C(N(CC)C(C)C)(C)C. Product: [C:1]([O:5][C:6]([N:8]1[CH2:9][CH:10]=[C:11]([C:15]2[CH:20]=[CH:19][C:18]([C:21]3([C:24]([OH:26])=[O:25])[CH2:23][CH2:22]3)=[CH:17][CH:16]=2)[CH2:12][CH2:13]1)=[O:7])([CH3:4])([CH3:2])[CH3:3]. The catalyst class is: 25.